Dataset: Full USPTO retrosynthesis dataset with 1.9M reactions from patents (1976-2016). Task: Predict the reactants needed to synthesize the given product. (1) Given the product [CH3:5][CH2:4][CH2:3][CH:2]([CH3:7])[CH3:1].[CH2:1]([N:8]1[C@@H:13]2[C@H:14]([S:16]([C:19]3[CH:20]=[CH:21][CH:22]=[CH:23][CH:24]=3)(=[O:17])=[O:18])[CH2:15][C@@:9]1([C:26]1[CH:31]=[CH:30][CH:29]=[CH:28][CH:27]=1)[C@H:10]([OH:25])[CH2:11][CH2:12]2)[C:2]1[CH:7]=[CH:6][CH:5]=[CH:4][CH:3]=1, predict the reactants needed to synthesize it. The reactants are: [CH2:1]([N:8]1[C@@H:13]2[C@H:14]([S:16]([C:19]3[CH:24]=[CH:23][CH:22]=[CH:21][CH:20]=3)(=[O:18])=[O:17])[CH2:15][C@@:9]1([C:26]1[CH:31]=[CH:30][CH:29]=[CH:28][CH:27]=1)[C:10](=[O:25])[CH2:11][CH2:12]2)[C:2]1[CH:7]=[CH:6][CH:5]=[CH:4][CH:3]=1.CO.[BH4-].[Na+]. (2) Given the product [C:1]([O:5][C:6]([N:8]1[CH2:13][CH2:12][CH:11]([O:14][CH:15]([C:17]2[O:21][N:20]=[C:19]([C:22]3[CH:27]=[CH:26][C:25]([C:28](=[O:30])[NH:35][CH2:33][CH3:34])=[C:24]([F:32])[CH:23]=3)[N:18]=2)[CH3:16])[CH2:10][CH2:9]1)=[O:7])([CH3:3])([CH3:4])[CH3:2], predict the reactants needed to synthesize it. The reactants are: [C:1]([O:5][C:6]([N:8]1[CH2:13][CH2:12][CH:11]([O:14][CH:15]([C:17]2[O:21][N:20]=[C:19]([C:22]3[CH:27]=[CH:26][C:25]([C:28]([O:30]C)=O)=[C:24]([F:32])[CH:23]=3)[N:18]=2)[CH3:16])[CH2:10][CH2:9]1)=[O:7])([CH3:4])([CH3:3])[CH3:2].[CH2:33]([NH2:35])[CH3:34]. (3) Given the product [Cl:28][C:29]1[CH:30]=[C:31]([C@@H:39]([CH2:49][CH:50]2[CH2:51][CH2:52][CH2:53][CH2:54]2)[C:40]([NH:42][C:43]2[CH:47]=[CH:46][N:45]([CH2:48][C@@H:25]([OH:26])[CH2:24][OH:65])[N:44]=2)=[O:41])[CH:32]=[CH:33][C:34]=1[S:35]([CH3:38])(=[O:37])=[O:36], predict the reactants needed to synthesize it. The reactants are: C1(P(C2C=CC=CC=2)C2C=CC=CC=2)C=CC=CC=1.BrN1[C:25](=[O:26])[CH2:24]CC1=O.[Cl:28][C:29]1[CH:30]=[C:31]([C@@H:39]([CH2:49][CH:50]2[CH2:54][CH2:53][CH2:52][CH2:51]2)[C:40]([NH:42][C:43]2[CH:47]=[CH:46][N:45]([CH3:48])[N:44]=2)=[O:41])[CH:32]=[CH:33][C:34]=1[S:35]([CH3:38])(=[O:37])=[O:36].N1C(C)=CC=CC=1C.C(OCC)(=[O:65])C. (4) Given the product [CH3:1][C:2]1[NH:3][C:4](=[O:21])[CH2:5][CH:6]([C:11]2[CH:20]=[CH:19][C:18]3[C:13](=[CH:14][CH:15]=[CH:16][CH:17]=3)[CH:12]=2)[C:7]=1[C:8]([NH:22][C:23]1[CH:24]=[C:25]2[C:29](=[C:30]([CH3:32])[CH:31]=1)[NH:28][N:27]=[CH:26]2)=[O:10], predict the reactants needed to synthesize it. The reactants are: [CH3:1][C:2]1[NH:3][C:4](=[O:21])[CH2:5][CH:6]([C:11]2[CH:20]=[CH:19][C:18]3[C:13](=[CH:14][CH:15]=[CH:16][CH:17]=3)[CH:12]=2)[C:7]=1[C:8]([OH:10])=O.[NH2:22][C:23]1[CH:24]=[C:25]2[C:29](=[C:30]([CH3:32])[CH:31]=1)[NH:28][N:27]=[CH:26]2.C(Cl)CCl.CCN(CC)CC. (5) Given the product [CH3:51][N:37]1[C:38]([C:41]2[CH:46]=[CH:45][CH:44]=[CH:43][C:42]=2[C:47]([F:49])([F:50])[F:48])=[C:39]([CH3:40])[C:35]([C:33]([OH:34])=[O:32])=[CH:36]1, predict the reactants needed to synthesize it. The reactants are: COC(C1C(C)=C(C2C=CC=CC=2C(F)(F)F)NC=1)=O.C[Si]([N-][Si](C)(C)C)(C)C.[Li+].C[O:32][C:33]([C:35]1[C:39]([CH3:40])=[C:38]([C:41]2[CH:46]=[CH:45][CH:44]=[CH:43][C:42]=2[C:47]([F:50])([F:49])[F:48])[N:37]([CH3:51])[CH:36]=1)=[O:34].[OH-].[Na+]. (6) Given the product [CH2:11]([NH:18][C:19]([N:2]1[C:3](=[O:10])[C:4]2[CH:9]=[CH:8][CH:7]=[CH:6][C:5]=2[S:1]1)=[O:20])[C:12]1[CH:17]=[CH:16][CH:15]=[CH:14][CH:13]=1, predict the reactants needed to synthesize it. The reactants are: [S:1]1[C:5]2[CH:6]=[CH:7][CH:8]=[CH:9][C:4]=2[C:3](=[O:10])[NH:2]1.[CH2:11]([N:18]=[C:19]=[O:20])[C:12]1[CH:17]=[CH:16][CH:15]=[CH:14][CH:13]=1.